From a dataset of Reaction yield outcomes from USPTO patents with 853,638 reactions. Predict the reaction yield, written as a fraction of the theoretical maximum amount of product (1.0 means a 100% yield; for example, 0.34 means a 34% yield). (1) The reactants are O=[C:2]1[C:7]([C:8]([O:10][CH3:11])=[O:9])=[CH:6][CH:5]=[CH:4][O:3]1.[CH3:12][C:13]1[CH:19]=[CH:18][CH:17]=[CH:16][C:14]=1[NH2:15].Cl.C(N=C=NCCCN(C)C)C.Cl. The catalyst is O1CCCC1.CN(C)C=O.CN(C)C1C=CN=CC=1. The product is [CH3:12][C:13]1[CH:19]=[CH:18][CH:17]=[CH:16][C:14]=1[N:15]1[CH:4]=[CH:5][CH:6]=[C:7]([C:8]([O:10][CH3:11])=[O:9])[C:2]1=[O:3]. The yield is 0.190. (2) The reactants are C([O:8][CH2:9][C:10]1[S:11][CH:12]=[C:13]([C:15]2[CH:20]=[CH:19][C:18]([Cl:21])=[CH:17][CH:16]=2)[N:14]=1)C1C=CC=CC=1.B(Br)(Br)Br.C([O-])(O)=O.[Na+]. The catalyst is C(Cl)Cl. The product is [Cl:21][C:18]1[CH:17]=[CH:16][C:15]([C:13]2[N:14]=[C:10]([CH2:9][OH:8])[S:11][CH:12]=2)=[CH:20][CH:19]=1. The yield is 0.570. (3) The reactants are [C:1]([C:4]1[N:5]([CH2:22][C:23]2[CH:28]=[CH:27][C:26]([C:29](=O)[CH3:30])=[CH:25][CH:24]=2)[C:6](=[O:21])[C:7]2[C:12]([C:13]=1[C:14]1[CH:19]=[CH:18][CH:17]=[CH:16][CH:15]=1)=[CH:11][C:10]([Br:20])=[CH:9][CH:8]=2)(=[O:3])[CH3:2].Cl.[NH2:33][OH:34].C([O-])(=O)C.[Na+]. The catalyst is C(O)C. The product is [C:1]([C:4]1[N:5]([CH2:22][C:23]2[CH:24]=[CH:25][C:26]([C:29](=[N:33][OH:34])[CH3:30])=[CH:27][CH:28]=2)[C:6](=[O:21])[C:7]2[C:12]([C:13]=1[C:14]1[CH:19]=[CH:18][CH:17]=[CH:16][CH:15]=1)=[CH:11][C:10]([Br:20])=[CH:9][CH:8]=2)(=[O:3])[CH3:2]. The yield is 0.860. (4) The catalyst is C(Cl)Cl. The product is [CH3:20][N:21]1[C:25]([CH3:26])=[C:24]([C:27]([NH:1][C:2]2[CH:17]=[CH:16][C:5]([O:6][C:7]3[CH:12]=[CH:11][N:10]=[C:9]([C:13]([NH2:15])=[O:14])[CH:8]=3)=[C:4]([F:18])[C:3]=2[F:19])=[O:28])[C:23](=[O:30])[N:22]1[C:31]1[CH:36]=[CH:35][CH:34]=[CH:33][CH:32]=1. The reactants are [NH2:1][C:2]1[CH:17]=[CH:16][C:5]([O:6][C:7]2[CH:12]=[CH:11][N:10]=[C:9]([C:13]([NH2:15])=[O:14])[CH:8]=2)=[C:4]([F:18])[C:3]=1[F:19].[CH3:20][N:21]1[C:25]([CH3:26])=[C:24]([C:27](O)=[O:28])[C:23](=[O:30])[N:22]1[C:31]1[CH:36]=[CH:35][CH:34]=[CH:33][CH:32]=1.CCN=C=NCCCN(C)C.C1C=NC2N(O)N=NC=2C=1. The yield is 0.332.